From a dataset of Full USPTO retrosynthesis dataset with 1.9M reactions from patents (1976-2016). Predict the reactants needed to synthesize the given product. (1) Given the product [F:1][C:2]1[CH:31]=[C:30]([F:32])[CH:29]=[CH:28][C:3]=1[CH2:4][N:5]1[CH2:10][CH2:9][N:8]([C:11]2[N:12]=[C:13]3[CH2:24][CH2:23][NH:22][CH2:21][C:14]3=[N:15][C:16]=2[NH:17][CH:18]([CH3:20])[CH3:19])[CH2:7][CH2:6]1, predict the reactants needed to synthesize it. The reactants are: [F:1][C:2]1[CH:31]=[C:30]([F:32])[CH:29]=[CH:28][C:3]=1[CH2:4][N:5]1[CH2:10][CH2:9][N:8]([C:11]2[N:12]=[C:13]3[CH2:24][CH2:23][N:22](C(=O)C)[CH2:21][C:14]3=[N:15][C:16]=2[NH:17][CH:18]([CH3:20])[CH3:19])[CH2:7][CH2:6]1.[OH-].[Na+].Cl. (2) Given the product [N:1]1[N:2]=[C:3]([C:10]2[CH:19]=[CH:18][C:17]3[C:12](=[C:13]([O:21][CH2:30][C:28]([C@@H:31]4[CH2:35][O:34][C:33]([CH3:37])([CH3:36])[O:32]4)([CH3:27])[CH3:29])[CH:14]=[C:15]([F:20])[CH:16]=3)[N:11]=2)[N:4]2[CH:9]=[CH:8][CH:7]=[CH:6][C:5]=12, predict the reactants needed to synthesize it. The reactants are: [N:1]1[N:2]=[C:3]([C:10]2[CH:19]=[CH:18][C:17]3[C:12](=[C:13]([OH:21])[CH:14]=[C:15]([F:20])[CH:16]=3)[N:11]=2)[N:4]2[CH:9]=[CH:8][CH:7]=[CH:6][C:5]=12.CS(O[CH2:27][C:28]([C@@H:31]1[CH2:35][O:34][C:33]([CH3:37])([CH3:36])[O:32]1)([CH3:30])[CH3:29])(=O)=O.C(=O)([O-])[O-].[Cs+].[Cs+]. (3) Given the product [Br:1][C:2]1[C:3]([N:30]2[CH2:35][CH2:34][O:33][CH2:32][CH2:31]2)=[N:4][C:5]([NH:8][C:9]2[CH:14]=[CH:13][C:12]([F:15])=[C:11]([Cl:16])[CH:10]=2)=[N:6][CH:7]=1, predict the reactants needed to synthesize it. The reactants are: [Br:1][C:2]1[C:3](S(C)(=O)=O)=[N:4][C:5]([NH:8][C:9]2[CH:14]=[CH:13][C:12]([F:15])=[C:11]([Cl:16])[CH:10]=2)=[N:6][CH:7]=1.C(N(CC)C(C)C)(C)C.[NH:30]1[CH2:35][CH2:34][O:33][CH2:32][CH2:31]1.O. (4) Given the product [F:18][C:15]1[CH:16]=[CH:17][C:12]([CH:8]([C:5]2[CH:4]=[CH:3][C:2]([F:1])=[CH:7][CH:6]=2)[C:9]([NH:19][CH2:20][CH2:21][CH2:22][N:23]2[CH2:28][CH2:27][CH:26]([C:29]3[CH:30]=[C:31]([NH:35][C:36](=[O:40])[CH2:37][CH2:38][CH3:39])[CH:32]=[CH:33][CH:34]=3)[CH2:25][CH2:24]2)=[O:11])=[CH:13][CH:14]=1, predict the reactants needed to synthesize it. The reactants are: [F:1][C:2]1[CH:7]=[CH:6][C:5]([CH:8]([C:12]2[CH:17]=[CH:16][C:15]([F:18])=[CH:14][CH:13]=2)[C:9]([OH:11])=O)=[CH:4][CH:3]=1.[NH2:19][CH2:20][CH2:21][CH2:22][N:23]1[CH2:28][CH2:27][CH:26]([C:29]2[CH:30]=[C:31]([NH:35][C:36](=[O:40])[CH2:37][CH2:38][CH3:39])[CH:32]=[CH:33][CH:34]=2)[CH2:25][CH2:24]1. (5) Given the product [NH2:30][C@H:28]1[C@@H:27]([S:38]([CH3:41])(=[O:40])=[O:39])[C@@H:26]([CH3:42])[CH2:25][C@@H:24]([C:23]2[CH:22]=[CH:21][N:20]=[CH:19][C:18]=2[NH:17][C:15](=[O:16])[C:13]2[CH:12]=[CH:11][C:10]([F:43])=[C:9]([C:3]3[C:2]([F:1])=[CH:7][CH:6]=[CH:5][C:4]=3[F:8])[N:14]=2)[CH2:29]1, predict the reactants needed to synthesize it. The reactants are: [F:1][C:2]1[CH:7]=[CH:6][CH:5]=[C:4]([F:8])[C:3]=1[C:9]1[N:14]=[C:13]([C:15]([NH:17][C:18]2[CH:19]=[N:20][CH:21]=[CH:22][C:23]=2[C@H:24]2[CH2:29][C@@H:28]([NH:30]C(=O)OC(C)(C)C)[C@@H:27]([S:38]([CH3:41])(=[O:40])=[O:39])[C@@H:26]([CH3:42])[CH2:25]2)=[O:16])[CH:12]=[CH:11][C:10]=1[F:43].C(O)(C(F)(F)F)=O.